Dataset: Catalyst prediction with 721,799 reactions and 888 catalyst types from USPTO. Task: Predict which catalyst facilitates the given reaction. (1) Reactant: [Br:1][C:2]1[CH:10]=[CH:9][C:5]([C:6]([OH:8])=[O:7])=[C:4]([CH3:11])[CH:3]=1.OS(O)(=O)=O.[CH3:17]O. Product: [Br:1][C:2]1[CH:10]=[CH:9][C:5]([C:6]([O:8][CH3:17])=[O:7])=[C:4]([CH3:11])[CH:3]=1. The catalyst class is: 13. (2) Reactant: [C:1]([C:4]1[CH:9]=[CH:8][C:7]([C:10]2[C:11]([C:16]([NH:18][C:19]3[CH:20]=[C:21]4[C:25](=[CH:26][CH:27]=3)[N:24]([C:28](=[O:36])[CH2:29][C:30]3[CH:35]=[CH:34][CH:33]=[CH:32][N:31]=3)[CH2:23][CH2:22]4)=[O:17])=[CH:12][CH:13]=[CH:14][CH:15]=2)=[CH:6][CH:5]=1)(=[O:3])[CH3:2].[BH4-].[Na+]. Product: [OH:3][CH:1]([C:4]1[CH:9]=[CH:8][C:7]([C:10]2[C:11]([C:16]([NH:18][C:19]3[CH:20]=[C:21]4[C:25](=[CH:26][CH:27]=3)[N:24]([C:28](=[O:36])[CH2:29][C:30]3[CH:35]=[CH:34][CH:33]=[CH:32][N:31]=3)[CH2:23][CH2:22]4)=[O:17])=[CH:12][CH:13]=[CH:14][CH:15]=2)=[CH:6][CH:5]=1)[CH3:2]. The catalyst class is: 111. (3) Reactant: [C:1]1([NH:7][C:8]2[CH:13]=[CH:12][CH:11]=[CH:10][CH:9]=2)[CH:6]=[CH:5][CH:4]=[CH:3][CH:2]=1.Br[C:15]1[CH:20]=[CH:19][CH:18]=[C:17]([O:21][C:22]2[CH:27]=[CH:26][CH:25]=[CH:24][CH:23]=2)[C:16]=1[Cl:28].CC([O-])(C)C.[Na+].C1(C)C(C)=CC=CC=1. Product: [Cl:28][C:16]1[C:17]([O:21][C:22]2[CH:27]=[CH:26][CH:25]=[CH:24][CH:23]=2)=[CH:18][CH:19]=[CH:20][C:15]=1[N:7]([C:8]1[CH:9]=[CH:10][CH:11]=[CH:12][CH:13]=1)[C:1]1[CH:6]=[CH:5][CH:4]=[CH:3][CH:2]=1. The catalyst class is: 84. (4) Product: [C:4]1([C:3]([N:10]2[C@H:23]3[C@H:13]([CH2:14][C:15]4([C:21]5[CH:27]=[CH:26][CH:25]=[CH:24][C:22]=53)[CH2:20][CH2:19][NH:18][CH2:17][CH2:16]4)[CH2:12][C:11]2=[O:28])=[CH2:2])[CH:9]=[CH:8][CH:7]=[CH:6][CH:5]=1. Reactant: O[CH2:2][C@@H:3]([N:10]1[C@H:23]2[C@H:13]([CH2:14][C:15]3([C:21]4[CH:27]=[CH:26][CH:25]=[CH:24][C:22]=42)[CH2:20][CH2:19][NH:18][CH2:17][CH2:16]3)[CH2:12][C:11]1=[O:28])[C:4]1[CH:9]=[CH:8][CH:7]=[CH:6][CH:5]=1.O.[OH-].[Li+]. The catalyst class is: 16. (5) Reactant: [C:1]([O:5][C:6]([N:8]1[C:16]2[C:11](=[CH:12][CH:13]=[CH:14][C:15]=2[Cl:17])[CH:10]=[CH:9]1)=[O:7])([CH3:4])([CH3:3])[CH3:2].[B:18](OC(C)C)([O:23]C(C)C)[O:19]C(C)C.C(NC(C)C)(C)C.[Li].Cl. Product: [C:1]([O:5][C:6]([N:8]1[C:16]2[C:11](=[CH:12][CH:13]=[CH:14][C:15]=2[Cl:17])[CH:10]=[C:9]1[B:18]([OH:23])[OH:19])=[O:7])([CH3:4])([CH3:2])[CH3:3]. The catalyst class is: 1.